Dataset: Experimentally validated miRNA-target interactions with 360,000+ pairs, plus equal number of negative samples. Task: Binary Classification. Given a miRNA mature sequence and a target amino acid sequence, predict their likelihood of interaction. (1) The miRNA is hsa-miR-19b-3p with sequence UGUGCAAAUCCAUGCAAAACUGA. The protein sequence of the target gene is MCENCADLVEVLNEISDVEGGDGLQLRKEHTLKIFTYINSWTQRQCLCCFKEYKHLEIFNQVVCALINLVIAQVQVLRDQLCKHCTTINIDSTWQDESNQAEEPLNIDRECNEGSTERQKSIEKKSNSTRICNLTEEESSKSSDPFSLWSTDEKEKLLLCVAKIFQIQFPLYTAYKHNTHPTIEDISTQESNILGAFCDMNDVEVPLHLLRYVCLFCGKNGLSLMKDCFEYGTPETLPFLIAHAFITVVSNIRIWLHIPAVMQHIIPFRTYVIRYLCKLSDQELRQSAARNMADLMWSTV.... Result: 1 (interaction). (2) The miRNA is hsa-miR-548aj-3p with sequence UAAAAACUGCAAUUACUUUUA. The protein sequence of the target gene is MPGISSQILTNAQGQVIGTLPWVVNSASVAAPAPAQSLQVQAVTPQLLLNAQGQVIATLASSPLPPPVAVRKPSTPESPAKSEVQPIQPTPTVPQPAVVIASPAPAAKPSASAPIPITCSETPTVSQLVSKPHTPSLDEDGINLEEIREFAKNFKIRRLSLGLTQTQVGQALTATEGPAYSQSAICRFEKLDITPKSAQKLKPVLEKWLNEAELRNQEGQQNLMEFVGGEPSKKRKRRTSFTPQAIEALNAYFEKNPLPTGQEITEIAKELNYDREVVRVWFCNRRQTLKNTSKLNVFQI.... Result: 0 (no interaction). (3) Result: 0 (no interaction). The miRNA is hsa-miR-6751-5p with sequence UUGGGGGUGAGGUUGGUGUCUGG. The protein sequence of the target gene is MSPAAAAADGGERRRPPLGGREGRSRARGYGGPAGAAALGLALLGLALYLVPAAAALAWLAVGASAAWWGLSREPRGPRALSSFVRDARRHPRPALTASPPPAKSPVNGSLCEPRSPLGGPDPAELLLMGSYLGKPGPPEPALRQDPRERPGRRPPARSPPPASAVQRVHHVYPALPTPLLRPSRRPPHRDCGPLSSRFVITPRRRYPIQQAQYSLLGALPTVCWNGGHKKAVLSPRNSRMVCSPVTVRIAPPDSKLFRSSMSEQILDTTLSSPSSNAPDPCAKETVLNALKEKKKRTVA.... (4) The miRNA is mmu-miR-700-3p with sequence CACGCGGGAACCGAGUCCACC. The protein sequence of the target gene is MGKITFYEDRAFQGRSYETTTDCPNLQPYFSRCNSIRVESGCWMLYERPNYQGQQYLLRRGEYPDYQQWMGLSDSIRSCCLIPQTVSHRLRLYEREDHKGLMMELSEDCPSIQDRFHLSEIRSLHVLEGCWVLYELPNYRGRQYLLRPQEYRRCQDWGAMDAKAGSLRRVVDLY. Result: 0 (no interaction). (5) The miRNA is mmu-miR-6997-3p with sequence UCAAACCUUACCCUCCUGUUUCC. The protein sequence of the target gene is MSSPQAPEDGQGCGDRGDPPGDLRSVLVTTVLNLEPLDEDLFRGRHYWVPAKRLFGGQIVGQALVAAAKSVSEDVHVHSLHCYFVRAGDPKLPVLYQVERTRTGSSFSVRSVKAVQHGKPIFICQASFQQAQPSPMQHQFSMPTVPPPEELLDCETLIDQYLRDPNLQKRYPLALNRIAAQEVPIEIKPVNPSPLSQLQRMEPKQMFWVRARGYIGEGDMKMHCCVAAYISDYAFLGTALLPHQWQHKVHFMVSLDHSMWFHAPFRADHWMLYECESPWAGGSRGLVHGRLWRQDGVLAV.... Result: 0 (no interaction). (6) The protein sequence of the target gene is MEALEVDDISPALEVTEEFFSTLDSNLEKAVQQAEVYGIQEVPELVGHEVLSNITDNGAMRNVTSLGKGGMIWDHCKSRLLETKAQNVFPAKEQFMVQRGTTPDNLSWMEQKEASTFNFFNICQRRRDRPRSVNDLLDETSTFKPGHARSRSDITQVDWRVVLKTTPLQQQQQQQPLLQGPHVTRPSFLLPSPNKIEDAQGNTEHKQTFPNILKKGYLEIRKDHDSYWQSCYAELSPYNLYFYSLDSSGNQNLYATYQLSHFQSISVLGNLEARMVDTVLYDNTQLQLKAESPWEALDWG.... Result: 0 (no interaction). The miRNA is hsa-miR-4730 with sequence CUGGCGGAGCCCAUUCCAUGCCA. (7) The miRNA is hsa-miR-4279 with sequence CUCUCCUCCCGGCUUC. The protein sequence of the target gene is MYRLMSAVTARAAAPGGLASSCGRRGVHQRAGLPPLGHGWVGGLGLGLGLALGVKLAGGLRGAAPAQSPAAPDPEASPLAEPPQEQSLAPWSPQTPAPPCSRCFARAIESSRDLLHRIKDEVGAPGIVVGVSVDGKEVWSEGLGYADVENRVPCKPETVMRIASISKSLTMVALAKLWEAGKLDLDIPVQHYVPEFPEKEYEGEKVSVTTRLLISHLSGIRHYEKDIKKVKEEKAYKALKMMKENVAFEQEKEGKSNEKNDFTKFKTEQENEAKCRNSKPGKKKNDFEQGELYLREKFEN.... Result: 1 (interaction). (8) The protein sequence of the target gene is MAMQEKYPTEGISHVTSPSSDVIQKGSSLGTEWQTPVISEPFRSRFSRCSSVADSGDTAIGTSCSDIAEDFCSSSGSPPFQPIKSHVTIPTAHVMPSTLGTSPAKPNSTPVGPSSSKLPLSGLAESVGMTRNGDLGAMKHSPGLSRDLMYFSGATGENGIEQSWFPAVGHERQEEARKFDIPSMESTLNQSAMMETLYSDPHHRVRFHNPRTSTSKELYRVLPEAKKAPGSGAVFERNGPHSNSSGVLPLGLQPAPGLSKPLPSQVWQPSPDTWHPREQSCELSTCRQQLELIRLQMEQM.... The miRNA is hsa-miR-602 with sequence GACACGGGCGACAGCUGCGGCCC. Result: 0 (no interaction). (9) The miRNA is hsa-miR-4470 with sequence UGGCAAACGUGGAAGCCGAGA. The protein sequence of the target gene is MGNAPSNSSEDEAAAAGGEGWSPHQDWAADSGTTPGPGPAAAVLPSAAALLEPARLREAAAALRPAPPCESLVSRHHGALLRWLEERLGRGEESVTLEQFRELLEARGAGCSGEQFEEAFAQFDAEGDGTVDAENMLEALKNSSGANLQGELSHVIRQLQACSLVPGFIDIFSESKEGLGIHSSMILRFLHRNRISSMVIPYPMLDHCNNMCTMRSSVLKESLDQLVQKEKESPGDLARSPEMDKLKSVTKCYAYIETSSNPADIYRMTNGETSSYWQSDGSARSHWIRLKMKPDVVLRH.... Result: 0 (no interaction).